Predict which catalyst facilitates the given reaction. From a dataset of Catalyst prediction with 721,799 reactions and 888 catalyst types from USPTO. Reactant: Br[C:2]1[C:7]([NH2:8])=[CH:6][CH:5]=[C:4]([CH:9]2[CH2:14][C:13]([CH3:16])([CH3:15])[O:12][C:11]([CH3:18])([CH3:17])[CH2:10]2)[N:3]=1.C([O-])([O-])=O.[Na+].[Na+].[Li+].[Cl-].[CH3:27][C:28]1([CH3:43])[CH2:33][CH2:32][C:31](B2OC(C)(C)C(C)(C)O2)=[CH:30][CH2:29]1. Product: [CH3:27][C:28]1([CH3:43])[CH2:33][CH2:32][C:31]([C:2]2[C:7]([NH2:8])=[CH:6][CH:5]=[C:4]([CH:9]3[CH2:14][C:13]([CH3:16])([CH3:15])[O:12][C:11]([CH3:18])([CH3:17])[CH2:10]3)[N:3]=2)=[CH:30][CH2:29]1. The catalyst class is: 104.